This data is from Forward reaction prediction with 1.9M reactions from USPTO patents (1976-2016). The task is: Predict the product of the given reaction. (1) Given the reactants [C:1]([O:5][C:6](=[O:34])[CH2:7][CH:8]([NH:15][S:16]([C:19]1[CH:24]=[CH:23][C:22]([NH2:25])=[CH:21][C:20]=1[O:26][CH2:27][C:28]1[CH:33]=[CH:32][CH:31]=[CH:30][CH:29]=1)(=[O:18])=[O:17])[C:9]([N:11]([O:13][CH3:14])[CH3:12])=[O:10])([CH3:4])([CH3:3])[CH3:2].C(N(CC)CC)C.[C:42](Cl)(=[O:44])[CH3:43], predict the reaction product. The product is: [C:1]([O:5][C:6](=[O:34])[CH2:7][CH:8]([NH:15][S:16]([C:19]1[CH:24]=[CH:23][C:22]([NH:25][C:42](=[O:44])[CH3:43])=[CH:21][C:20]=1[O:26][CH2:27][C:28]1[CH:33]=[CH:32][CH:31]=[CH:30][CH:29]=1)(=[O:18])=[O:17])[C:9]([N:11]([O:13][CH3:14])[CH3:12])=[O:10])([CH3:4])([CH3:2])[CH3:3]. (2) The product is: [NH:37]1[C:38]2[C:34](=[C:33]([C:2]3[N:3]=[C:4]([N:15]4[CH2:20][CH2:19][O:18][CH2:17][CH2:16]4)[C:5]4[S:10][C:9]([CH2:11][N:12]([CH3:13])[C:21](=[O:23])[CH3:22])=[C:8]([CH3:14])[C:6]=4[N:7]=3)[CH:41]=[CH:40][CH:39]=2)[CH:35]=[N:36]1. Given the reactants Cl[C:2]1[N:3]=[C:4]([N:15]2[CH2:20][CH2:19][O:18][CH2:17][CH2:16]2)[C:5]2[S:10][C:9]([CH2:11][NH:12][CH3:13])=[C:8]([CH3:14])[C:6]=2[N:7]=1.[C:21](Cl)(=[O:23])[CH3:22].CC1(C)C(C)(C)OB([C:33]2[CH:41]=[CH:40][CH:39]=[C:38]3[C:34]=2[CH:35]=[N:36][NH:37]3)O1, predict the reaction product. (3) Given the reactants Cl[CH2:2][C:3]1[N:8]=[C:7]([NH:9][C:10](=[O:15])[C:11]([CH3:14])([CH3:13])[CH3:12])[CH:6]=[CH:5][CH:4]=1.[CH3:16][NH:17][CH2:18][CH2:19][CH3:20].[I-].[K+], predict the reaction product. The product is: [CH3:12][C:11]([CH3:14])([CH3:13])[C:10]([NH:9][C:7]1[CH:6]=[CH:5][CH:4]=[C:3]([CH2:2][N:17]([CH3:16])[CH2:18][CH2:19][CH3:20])[N:8]=1)=[O:15]. (4) Given the reactants [CH3:1][O:2][C:3]([C:5]1[CH:10]=[C:9](Cl)[N:8]=[C:7]([Cl:12])[N:6]=1)=[O:4].C(N(CC)CC)C.[NH:20]1[CH2:25][CH2:24][O:23][CH2:22][CH2:21]1, predict the reaction product. The product is: [CH3:1][O:2][C:3]([C:5]1[CH:10]=[C:9]([N:20]2[CH2:25][CH2:24][O:23][CH2:22][CH2:21]2)[N:8]=[C:7]([Cl:12])[N:6]=1)=[O:4].